Predict the reaction yield, written as a fraction of the theoretical maximum amount of product (1.0 means a 100% yield; for example, 0.34 means a 34% yield). From a dataset of Reaction yield outcomes from USPTO patents with 853,638 reactions. (1) The reactants are F[C:2]1[CH:3]=[C:4]2[C:9](=[CH:10][N:11]=1)[N:8]=[CH:7][C:6]([C:12]#[N:13])=[C:5]2[NH:14][C:15]1[CH:20]=[CH:19][C:18]([O:21][C:22]2[CH:27]=[CH:26][CH:25]=[CH:24][CH:23]=2)=[CH:17][CH:16]=1.[N:28]1([CH2:34][CH2:35][NH2:36])[CH2:33][CH2:32][O:31][CH2:30][CH2:29]1. No catalyst specified. The product is [N:28]1([CH2:34][CH2:35][NH:36][C:2]2[CH:3]=[C:4]3[C:9](=[CH:10][N:11]=2)[N:8]=[CH:7][C:6]([C:12]#[N:13])=[C:5]3[NH:14][C:15]2[CH:20]=[CH:19][C:18]([O:21][C:22]3[CH:27]=[CH:26][CH:25]=[CH:24][CH:23]=3)=[CH:17][CH:16]=2)[CH2:33][CH2:32][O:31][CH2:30][CH2:29]1. The yield is 0.440. (2) The reactants are [C:1]([O:9][CH2:10][CH3:11])(=[O:8])[CH2:2][C:3]([O:5]CC)=O.[H-].[Na+].[CH3:14][N:15]1C(=O)O[C:18](=[O:19])[C:17]2=[CH:23][CH:24]=[CH:25][CH:26]=[C:16]12.C(OC(C)C)(C)C. The catalyst is CN(C=O)C. The product is [OH:19][C:18]1[C:17]2[C:16](=[CH:26][CH:25]=[CH:24][CH:23]=2)[N:15]([CH3:14])[C:3](=[O:5])[C:2]=1[C:1]([O:9][CH2:10][CH3:11])=[O:8]. The yield is 0.580. (3) The reactants are C(OC([N:8]1[CH2:15][C:14]2[C:13]([NH2:16])=[N:12][NH:11][C:10]=2[C:9]1([CH3:18])[CH3:17])=O)(C)(C)C.[Cl:19][CH:20]([C:24](=O)[CH3:25])[C:21](=O)[CH3:22].Cl. The catalyst is CC(O)=O. The product is [ClH:19].[Cl:19][C:20]1[C:24]([CH3:25])=[N:16][C:13]2[N:12]([N:11]=[C:10]3[C:9]([CH3:17])([CH3:18])[NH:8][CH2:15][C:14]3=2)[C:21]=1[CH3:22]. The yield is 0.680.